This data is from Full USPTO retrosynthesis dataset with 1.9M reactions from patents (1976-2016). The task is: Predict the reactants needed to synthesize the given product. (1) Given the product [O:1]=[C:2]1[CH:7]([C:8]2[CH:9]=[CH:10][CH:11]=[CH:12][CH:13]=2)[CH2:6][CH2:5][CH2:4][N:3]1[CH2:14][C:15]([OH:17])=[O:16], predict the reactants needed to synthesize it. The reactants are: [O:1]=[C:2]1[CH:7]([C:8]2[CH:13]=[CH:12][CH:11]=[CH:10][CH:9]=2)[CH2:6][CH2:5][CH2:4][N:3]1[CH2:14][C:15]([O:17]CC)=[O:16].[OH-].[Na+].C(OCC)(=O)C. (2) The reactants are: [Cl:1][C:2]1[CH:7]=[C:6]([O:8][CH3:9])[CH:5]=[CH:4][C:3]=1[OH:10].C([O-])([O-])=O.[K+].[K+].Br[C:18]1[S:19][CH:20]=[CH:21][N:22]=1.O. Given the product [Cl:1][C:2]1[CH:7]=[C:6]([O:8][CH3:9])[CH:5]=[CH:4][C:3]=1[O:10][C:18]1[S:19][CH:20]=[CH:21][N:22]=1, predict the reactants needed to synthesize it. (3) Given the product [Cl:10][C:11]1[CH:12]=[C:13]2[C:17](=[CH:18][CH:19]=1)[NH:16][CH:15]=[C:14]2[CH2:20][CH2:21][NH:22][C:23](=[O:32])[C:24]1[CH:29]=[CH:28][C:27]([CH2:30][C:4]2[CH:5]=[CH:6][N:1]=[CH:2][CH:3]=2)=[CH:26][CH:25]=1, predict the reactants needed to synthesize it. The reactants are: [N:1]1[CH:6]=[CH:5][C:4](B(O)O)=[CH:3][CH:2]=1.[Cl:10][C:11]1[CH:12]=[C:13]2[C:17](=[CH:18][CH:19]=1)[NH:16][CH:15]=[C:14]2[CH2:20][CH2:21][NH:22][C:23](=[O:32])[C:24]1[CH:29]=[CH:28][C:27]([CH2:30]Cl)=[CH:26][CH:25]=1.ClCCl.[I-].[Na+].C(=O)([O-])[O-].[Na+].[Na+]. (4) Given the product [NH2:5][CH2:6][CH2:7][CH2:8][CH2:9][CH:10]=[CH:11][CH2:12][CH2:13][CH2:14][CH2:15][NH2:16], predict the reactants needed to synthesize it. The reactants are: C1(=O)[N:5]([CH2:6][CH2:7][CH2:8][CH2:9][CH:10]=[CH:11][CH2:12][CH2:13][CH2:14][CH2:15][N:16]2C(=O)C3=CC=CC=C3C2=O)C(=O)C2=CC=CC=C12.NN. (5) Given the product [CH2:11]([NH:13][C:14](=[O:15])[C:16]1[CH:21]=[C:20]([C:2]2[CH:10]=[C:9]3[C:5]([CH:6]=[N:7][NH:8]3)=[CH:4][CH:3]=2)[C:19]([CH3:25])=[C:18]([F:26])[CH:17]=1)[CH3:12], predict the reactants needed to synthesize it. The reactants are: I[C:2]1[CH:10]=[C:9]2[C:5]([CH:6]=[N:7][NH:8]2)=[CH:4][CH:3]=1.[CH2:11]([NH:13][C:14]([C:16]1[CH:17]=[C:18]([F:26])[C:19]([CH3:25])=[C:20](B(O)O)[CH:21]=1)=[O:15])[CH3:12].C(=O)([O-])O.[Na+].O.